This data is from Blood-brain barrier penetration binary classification data from Martins et al.. The task is: Regression/Classification. Given a drug SMILES string, predict its absorption, distribution, metabolism, or excretion properties. Task type varies by dataset: regression for continuous measurements (e.g., permeability, clearance, half-life) or binary classification for categorical outcomes (e.g., BBB penetration, CYP inhibition). Dataset: bbb_martins. (1) The drug is C=CCSCC(=O)NC1C(=O)N2C1SC(C)(C)C2C(=O)[O-].[Na+]. The result is 0 (does not penetrate BBB). (2) The compound is CCN1CCC(=C(c2ccccc2)c2ccccc2)C1.[Cl-].[H+]. The result is 1 (penetrates BBB).